This data is from Reaction yield outcomes from USPTO patents with 853,638 reactions. The task is: Predict the reaction yield, written as a fraction of the theoretical maximum amount of product (1.0 means a 100% yield; for example, 0.34 means a 34% yield). (1) The reactants are Cl[C:2]1[CH:11]=[CH:10][C:9]2[C:4](=[CH:5][CH:6]=[CH:7][CH:8]=2)[N:3]=1.[Cl:12][C:13]1[CH:14]=[C:15](B(O)O)[CH:16]=[CH:17][CH:18]=1.COCCOC.C(=O)([O-])[O-].[Na+].[Na+]. The catalyst is O.C1C=CC([P]([Pd]([P](C2C=CC=CC=2)(C2C=CC=CC=2)C2C=CC=CC=2)([P](C2C=CC=CC=2)(C2C=CC=CC=2)C2C=CC=CC=2)[P](C2C=CC=CC=2)(C2C=CC=CC=2)C2C=CC=CC=2)(C2C=CC=CC=2)C2C=CC=CC=2)=CC=1. The product is [Cl:12][C:13]1[CH:18]=[C:17]([C:2]2[CH:11]=[CH:10][C:9]3[C:4](=[CH:5][CH:6]=[CH:7][CH:8]=3)[N:3]=2)[CH:16]=[CH:15][CH:14]=1. The yield is 0.770. (2) The reactants are [Cl:1][CH2:2]C(CCl)=O.[CH2:7]([O:14][C:15]([NH:17][C@H:18]([C:26]([OH:28])=O)[CH2:19][C:20]1[CH:25]=[CH:24][CH:23]=[CH:22][CH:21]=1)=[O:16])[C:8]1[CH:13]=[CH:12][CH:11]=[CH:10][CH:9]=1.[BH4-].[Na+]. The catalyst is CO.O1CCCC1. The product is [CH2:7]([O:14][C:15]([NH:17][C@@H:18]([CH2:19][C:20]1[CH:21]=[CH:22][CH:23]=[CH:24][CH:25]=1)[C@H:26]([OH:28])[CH2:2][Cl:1])=[O:16])[C:8]1[CH:9]=[CH:10][CH:11]=[CH:12][CH:13]=1. The yield is 0.430. (3) The reactants are [F:1][C:2]1[C:7]([F:8])=[C:6]([CH3:9])[C:5]([N+:10]([O-:12])=[O:11])=[CH:4][C:3]=1[OH:13].C(=O)([O-])[O-].[Cs+].[Cs+].[I-].[Na+].Br[CH2:23][CH2:24][O:25][Si:26]([C:29]([CH3:32])([CH3:31])[CH3:30])([CH3:28])[CH3:27]. The catalyst is CN1C(=O)CCC1.O. The product is [C:29]([Si:26]([O:25][CH2:24][CH2:23][O:13][C:3]1[CH:4]=[C:5]([N+:10]([O-:12])=[O:11])[C:6]([CH3:9])=[C:7]([F:8])[C:2]=1[F:1])([CH3:28])[CH3:27])([CH3:32])([CH3:31])[CH3:30]. The yield is 0.620. (4) The reactants are [NH2:1][C:2]1[CH:7]=[C:6]([F:8])[C:5]([C:9]([CH3:15])([CH3:14])[C:10]([O:12][CH3:13])=[O:11])=[C:4]([F:16])[CH:3]=1.Cl[CH2:18][C:19]1[CH:24]=[CH:23][C:22]([O:25][CH3:26])=[CH:21][CH:20]=1.[H-].[Na+].[Cl-].[NH4+]. The catalyst is CN(C=O)C. The product is [CH3:26][O:25][C:22]1[CH:23]=[CH:24][C:19]([CH2:18][N:1]([CH2:18][C:19]2[CH:24]=[CH:23][C:22]([O:25][CH3:26])=[CH:21][CH:20]=2)[C:2]2[CH:3]=[C:4]([F:16])[C:5]([C:9]([CH3:14])([CH3:15])[C:10]([O:12][CH3:13])=[O:11])=[C:6]([F:8])[CH:7]=2)=[CH:20][CH:21]=1. The yield is 0.431. (5) The reactants are [CH3:1][NH:2][CH2:3][CH2:4][C:5]([N:7]1[CH2:16][CH2:15][C:14]2[C:9](=[CH:10][C:11]([O:19][CH3:20])=[C:12]([O:17][CH3:18])[CH:13]=2)[C:8]21[CH2:25][CH2:24][CH:23]([C:26]([N:28]1[CH2:33][CH2:32][N:31]([C:34]3[N:35](CC4C=CC=CC=4)[CH:36]=[CH:37][N:38]=3)[CH2:30][CH2:29]1)=[O:27])[CH2:22][CH:21]2[CH:46]1[C:55]2[C:50](=[CH:51][C:52]([O:58][CH3:59])=[C:53]([O:56][CH3:57])[CH:54]=2)[CH2:49][CH2:48][N:47]1[CH2:60][CH3:61])=[O:6].C([O-])=O.[NH4+]. The catalyst is CO.[C].[Pd]. The product is [CH3:1][NH:2][CH2:3][CH2:4][C:5]([N:7]1[CH2:16][CH2:15][C:14]2[C:9](=[CH:10][C:11]([O:19][CH3:20])=[C:12]([O:17][CH3:18])[CH:13]=2)[C:8]21[CH2:25][CH2:24][CH:23]([C:26]([N:28]1[CH2:33][CH2:32][N:31]([C:34]3[NH:38][CH:37]=[CH:36][N:35]=3)[CH2:30][CH2:29]1)=[O:27])[CH2:22][CH:21]2[CH:46]1[C:55]2[C:50](=[CH:51][C:52]([O:58][CH3:59])=[C:53]([O:56][CH3:57])[CH:54]=2)[CH2:49][CH2:48][N:47]1[CH2:60][CH3:61])=[O:6]. The yield is 0.510. (6) The reactants are [CH2:1]([O:3][C:4]1[CH:5]=[C:6]([CH:9]=[CH:10][C:11]=1[O:12][CH3:13])[CH:7]=[O:8])[CH3:2].Br[C:15]1[CH:24]=[CH:23][C:18]2[O:19][CH2:20][CH2:21][O:22][C:17]=2[CH:16]=1.C([Li])CCC.O1C2C=CC(C(C3C=C(OC)C=C(OC)C=3)O)=CC=2OCC1. No catalyst specified. The product is [O:19]1[C:18]2[CH:23]=[CH:24][C:15]([CH:7]([C:6]3[CH:9]=[CH:10][C:11]([O:12][CH3:13])=[C:4]([O:3][CH2:1][CH3:2])[CH:5]=3)[OH:8])=[CH:16][C:17]=2[O:22][CH2:21][CH2:20]1. The yield is 0.560. (7) The reactants are [C:1]([O:10]C)(=O)[C:2]1[C:3](=[CH:5][CH:6]=[CH:7][CH:8]=1)[SH:4].[CH3:12][O:13][C:14]1[CH:19]=[CH:18][N:17]=[C:16]([C:20]#[N:21])[CH:15]=1.C(N(CC)CC)C. The catalyst is C1(C)C=CC=CC=1. The product is [CH3:12][O:13][C:14]1[CH:19]=[CH:18][N:17]=[C:16]([C:20]2[S:4][C:3]3[CH:5]=[CH:6][CH:7]=[CH:8][C:2]=3[C:1](=[O:10])[N:21]=2)[CH:15]=1. The yield is 0.810.